From a dataset of Catalyst prediction with 721,799 reactions and 888 catalyst types from USPTO. Predict which catalyst facilitates the given reaction. (1) Reactant: [Na+].[I-].C[Si](Cl)(C)C.C([O:15][CH2:16][CH2:17][C:18]1[S:22][C:21]2[CH:23]=[CH:24][CH:25]=[CH:26][C:20]=2[C:19]=1[C:27]([C:30]1[CH:35]=[CH:34][CH:33]=[CH:32][N:31]=1)(O)[CH3:28])C1C=CC=CC=1.C([O-])(O)=O.[Na+]. Product: [N:31]1[CH:32]=[CH:33][CH:34]=[CH:35][C:30]=1[CH:27]([C:19]1[C:20]2[CH:26]=[CH:25][CH:24]=[CH:23][C:21]=2[S:22][C:18]=1[CH2:17][CH2:16][OH:15])[CH3:28]. The catalyst class is: 290. (2) Reactant: [C:1]1([C:7]2[N:8]=[C:9]([CH:31]([NH:44][C:45]3[CH:46]=[C:47]4[C:52](=[CH:53][CH:54]=3)[C:51]([N:55]([C:63]([O:65][C:66]([CH3:69])([CH3:68])[CH3:67])=[O:64])[C:56]([O:58][C:59]([CH3:62])([CH3:61])[CH3:60])=[O:57])=[N:50][CH:49]=[CH:48]4)[C:32]3[CH:37]=[C:36]([CH2:38][CH3:39])[CH:35]=[C:34]([O:40][CH2:41][CH3:42])[C:33]=3[F:43])[N:10](C(C3C=CC=CC=3)(C3C=CC=CC=3)C3C=CC=CC=3)[CH:11]=2)[CH:6]=[CH:5][CH:4]=[CH:3][CH:2]=1. Product: [C:1]1([C:7]2[N:8]=[C:9]([CH:31]([NH:44][C:45]3[CH:46]=[C:47]4[C:52](=[CH:53][CH:54]=3)[C:51]([N:55]([C:56]([O:58][C:59]([CH3:60])([CH3:61])[CH3:62])=[O:57])[C:63]([O:65][C:66]([CH3:67])([CH3:68])[CH3:69])=[O:64])=[N:50][CH:49]=[CH:48]4)[C:32]3[CH:37]=[C:36]([CH2:38][CH3:39])[CH:35]=[C:34]([O:40][CH2:41][CH3:42])[C:33]=3[F:43])[NH:10][CH:11]=2)[CH:6]=[CH:5][CH:4]=[CH:3][CH:2]=1. The catalyst class is: 52. (3) Reactant: [Cl:1][C:2]1[CH:7]=[CH:6][C:5]([C:8]2([C:14]3[CH:19]=[CH:18][C:17](I)=[CH:16][CH:15]=3)[O:13][CH2:12][CH2:11][NH:10][CH2:9]2)=[CH:4][CH:3]=1.CC1(C)C(C)(C)OB([C:29]2[CH:30]=[N:31][NH:32][CH:33]=2)O1. Product: [Cl:1][C:2]1[CH:7]=[CH:6][C:5]([C:8]2([C:14]3[CH:19]=[CH:18][C:17]([C:29]4[CH:30]=[N:31][NH:32][CH:33]=4)=[CH:16][CH:15]=3)[O:13][CH2:12][CH2:11][NH:10][CH2:9]2)=[CH:4][CH:3]=1. The catalyst class is: 73.